Dataset: Full USPTO retrosynthesis dataset with 1.9M reactions from patents (1976-2016). Task: Predict the reactants needed to synthesize the given product. Given the product [CH2:2]([O:9][C:10]1[C:11]([C:24](=[O:25])[NH:26][CH2:27][C:28]([O:30][C:31]([CH3:34])([CH3:33])[CH3:32])=[O:29])=[N:12][C:13]([CH2:17][CH:18]2[CH2:19][CH2:20][N:21]([C:36]3[CH:53]=[CH:52][C:39]([CH2:40][C:41]4[CH:51]=[CH:50][CH:49]=[CH:48][C:42]=4[C:43]([O:45][CH2:46][CH3:47])=[O:44])=[CH:38][CH:37]=3)[CH2:22][CH2:23]2)=[N:14][C:15]=1[CH3:16])[C:3]1[CH:8]=[CH:7][CH:6]=[CH:5][CH:4]=1, predict the reactants needed to synthesize it. The reactants are: Cl.[CH2:2]([O:9][C:10]1[C:11]([C:24]([NH:26][CH2:27][C:28]([O:30][C:31]([CH3:34])([CH3:33])[CH3:32])=[O:29])=[O:25])=[N:12][C:13]([CH2:17][CH:18]2[CH2:23][CH2:22][NH:21][CH2:20][CH2:19]2)=[N:14][C:15]=1[CH3:16])[C:3]1[CH:8]=[CH:7][CH:6]=[CH:5][CH:4]=1.Br[C:36]1[CH:53]=[CH:52][C:39]([CH2:40][C:41]2[CH:51]=[CH:50][CH:49]=[CH:48][C:42]=2[C:43]([O:45][CH2:46][CH3:47])=[O:44])=[CH:38][CH:37]=1.